Dataset: Peptide-MHC class I binding affinity with 185,985 pairs from IEDB/IMGT. Task: Regression. Given a peptide amino acid sequence and an MHC pseudo amino acid sequence, predict their binding affinity value. This is MHC class I binding data. (1) The peptide sequence is DHIPIINTL. The MHC is HLA-B18:01 with pseudo-sequence HLA-B18:01. The binding affinity (normalized) is 0.0847. (2) The peptide sequence is TQVKELGIA. The MHC is HLA-A02:06 with pseudo-sequence HLA-A02:06. The binding affinity (normalized) is 0.629. (3) The peptide sequence is YVQRFFLRV. The MHC is HLA-A01:01 with pseudo-sequence HLA-A01:01. The binding affinity (normalized) is 0.360. (4) The peptide sequence is LSSQMTSTF. The MHC is HLA-A01:01 with pseudo-sequence HLA-A01:01. The binding affinity (normalized) is 0. (5) The peptide sequence is YLACKQHAL. The MHC is HLA-A02:01 with pseudo-sequence HLA-A02:01. The binding affinity (normalized) is 0.617. (6) The peptide sequence is RVRQQVIQL. The MHC is HLA-B51:01 with pseudo-sequence HLA-B51:01. The binding affinity (normalized) is 0.0847. (7) The peptide sequence is IAPGIADIR. The MHC is HLA-A11:01 with pseudo-sequence HLA-A11:01. The binding affinity (normalized) is 0.